Dataset: NCI-60 drug combinations with 297,098 pairs across 59 cell lines. Task: Regression. Given two drug SMILES strings and cell line genomic features, predict the synergy score measuring deviation from expected non-interaction effect. (1) Drug 1: CC1C(C(CC(O1)OC2CC(CC3=C2C(=C4C(=C3O)C(=O)C5=C(C4=O)C(=CC=C5)OC)O)(C(=O)CO)O)N)O.Cl. Drug 2: CN(C)C1=NC(=NC(=N1)N(C)C)N(C)C. Cell line: TK-10. Synergy scores: CSS=-1.25, Synergy_ZIP=-0.593, Synergy_Bliss=-1.03, Synergy_Loewe=-2.85, Synergy_HSA=-2.29. (2) Drug 1: CC1=C(C(=CC=C1)Cl)NC(=O)C2=CN=C(S2)NC3=CC(=NC(=N3)C)N4CCN(CC4)CCO. Drug 2: C#CCC(CC1=CN=C2C(=N1)C(=NC(=N2)N)N)C3=CC=C(C=C3)C(=O)NC(CCC(=O)O)C(=O)O. Cell line: SN12C. Synergy scores: CSS=27.2, Synergy_ZIP=-7.00, Synergy_Bliss=-8.05, Synergy_Loewe=-1.44, Synergy_HSA=-0.268. (3) Drug 1: C1=CN(C=N1)CC(O)(P(=O)(O)O)P(=O)(O)O. Drug 2: CC12CCC3C(C1CCC2OP(=O)(O)O)CCC4=C3C=CC(=C4)OC(=O)N(CCCl)CCCl.[Na+]. Cell line: M14. Synergy scores: CSS=-1.36, Synergy_ZIP=0.743, Synergy_Bliss=0.126, Synergy_Loewe=-4.44, Synergy_HSA=-4.22. (4) Drug 1: CC(CN1CC(=O)NC(=O)C1)N2CC(=O)NC(=O)C2. Drug 2: C1=NC2=C(N=C(N=C2N1C3C(C(C(O3)CO)O)F)Cl)N. Cell line: K-562. Synergy scores: CSS=32.8, Synergy_ZIP=-9.72, Synergy_Bliss=-7.80, Synergy_Loewe=-6.32, Synergy_HSA=-4.22.